From a dataset of Forward reaction prediction with 1.9M reactions from USPTO patents (1976-2016). Predict the product of the given reaction. (1) Given the reactants [C:1](=[O:8])([O:3][C:4]([CH3:7])([CH3:6])[CH3:5])[NH2:2].[OH-].[Na+].Cl[O:12]C(C)(C)C.CC[C@@H]1[C@@H]2C[C@H]([C@@H](OC3C4C(=CC=CC=4)C(O[C@@H](C4C=CN=C5C=4C=C(OC)C=C5)[C@@H]4N5C[C@H](CC)[C@@H](CC5)C4)=NN=3)C3C=CN=C4C=3C=C(OC)C=C4)N(CC2)C1.[Br:75][C:76]1[CH:77]=[N:78][CH:79]=[C:80](/[CH:82]=[CH:83]/[C:84]2[CH:89]=[CH:88][CH:87]=[C:86]([O:90][CH3:91])[CH:85]=2)[CH:81]=1, predict the reaction product. The product is: [Br:75][C:76]1[CH:81]=[C:80]([C@@H:82]([NH:2][C:1](=[O:8])[O:3][C:4]([CH3:7])([CH3:6])[CH3:5])[C@H:83]([OH:12])[C:84]2[CH:89]=[CH:88][CH:87]=[C:86]([O:90][CH3:91])[CH:85]=2)[CH:79]=[N:78][CH:77]=1. (2) Given the reactants Cl[C:2]1[N:7]=[C:6]([Cl:8])[N:5]=[CH:4][N:3]=1.[NH2:9][C:10]1[S:14][CH:13]=[N:12][C:11]=1[C:15]([O:17][CH2:18][CH3:19])=[O:16].C(N(CC)C(C)C)(C)C, predict the reaction product. The product is: [Cl:8][C:6]1[N:5]=[CH:4][N:3]=[C:2]([NH:9][C:10]2[S:14][CH:13]=[N:12][C:11]=2[C:15]([O:17][CH2:18][CH3:19])=[O:16])[N:7]=1.